This data is from Forward reaction prediction with 1.9M reactions from USPTO patents (1976-2016). The task is: Predict the product of the given reaction. (1) Given the reactants C([O-])(O)=O.[Na+].C(N[C@@H](C(O)=O)CC(C)C)(=O)C.[CH3:18][C@H:19]1[CH2:24][CH2:23][NH:22][CH2:21][C@@H:20]1[C:25]([O:27][CH3:28])=[O:26], predict the reaction product. The product is: [CH3:18][C@H:19]1[CH2:24][CH2:23][NH:22][CH2:21][C@@H:20]1[C:25]([O:27][CH3:28])=[O:26]. (2) Given the reactants [C:1]([O:5][C:6]([NH:8][C:9]1[S:13][CH:12]=[N:11][C:10]=1[C:14]([O:16][CH2:17][CH3:18])=[O:15])=[O:7])([CH3:4])([CH3:3])[CH3:2].C1C(=O)N([Br:26])C(=O)C1, predict the reaction product. The product is: [Br:26][C:12]1[S:13][C:9]([NH:8][C:6]([O:5][C:1]([CH3:4])([CH3:3])[CH3:2])=[O:7])=[C:10]([C:14]([O:16][CH2:17][CH3:18])=[O:15])[N:11]=1. (3) Given the reactants C(OC(=O)[NH:10][CH2:11][CH2:12][CH2:13][N:14]([C:33]1[CH:38]=[CH:37][N:36]=[C:35]([NH2:39])[N:34]=1)[C:15]1[CH:16]=[C:17]2[C:21](=[C:22]([C:24]3[S:28][C:27]4[CH:29]=[CH:30][CH:31]=[CH:32][C:26]=4[CH:25]=3)[CH:23]=1)[NH:20][N:19]=[CH:18]2)C1C=CC=CC=1.C(O)=O, predict the reaction product. The product is: [NH2:10][CH2:11][CH2:12][CH2:13][N:14]([C:15]1[CH:16]=[C:17]2[C:21](=[C:22]([C:24]3[S:28][C:27]4[CH:29]=[CH:30][CH:31]=[CH:32][C:26]=4[CH:25]=3)[CH:23]=1)[NH:20][N:19]=[CH:18]2)[C:33]1[CH:38]=[CH:37][N:36]=[C:35]([NH2:39])[N:34]=1.